Task: Predict the reactants needed to synthesize the given product.. Dataset: Full USPTO retrosynthesis dataset with 1.9M reactions from patents (1976-2016) Given the product [NH2:20][C:8]1[CH:7]=[CH:6][N:5]2[C:23]([CH3:24])=[C:2]([CH3:1])[N:3]=[C:4]2[C:9]=1[NH:10][CH2:11][C:12]1[C:17]([CH3:18])=[CH:16][CH:15]=[CH:14][C:13]=1[CH3:19], predict the reactants needed to synthesize it. The reactants are: [CH3:1][C:2]1[N:3]=[C:4]2[C:9]([NH:10][CH2:11][C:12]3[C:17]([CH3:18])=[CH:16][CH:15]=[CH:14][C:13]=3[CH3:19])=[C:8]([N+:20]([O-])=O)[CH:7]=[CH:6][N:5]2[C:23]=1[CH3:24].